Task: Binary Classification. Given a miRNA mature sequence and a target amino acid sequence, predict their likelihood of interaction.. Dataset: Experimentally validated miRNA-target interactions with 360,000+ pairs, plus equal number of negative samples (1) The miRNA is mmu-miR-1969 with sequence AAGAUGGAGACUUUAACAUGGGU. The protein sequence of the target gene is MQKLQISVYIYLFMLIVAGPVDLNENSEQKENVEKEGLCNACLWRENTTSSRLEAIKIQILSKLRLETAPNISKDAIRQLLPKAPPLLELIDQFDVQRDASSDGSLEDDDYHARTETVITMPTESDLLTQVEGKPKCCFFKFSSKIQYNKLVKAQLWIYLRPVKTPATVFVQILRLIKPMKDGTRYTGIRSLKLDMNPGTGIWQSIDVKTVLQNWLKQPESNLGIEIKALDENGHDLAVTFPEPGEDGLTPFLEVKVTDTPKRSRRDFGLDCDEHSTESRCCRYPLTVDFEAFGWDWIIA.... Result: 0 (no interaction). (2) The miRNA is hsa-miR-7109-5p with sequence CUGGGGGGAGGAGACCCUGCU. The protein sequence of the target gene is MESFRRFSLLSFIALLAYFAFLASAEHHVHQFVITPTPVKRLCRTHQSITVNGQYPGPTLVVRNGDSLAITVINRARYNISIHWHGIRQLRNPWADGPEYITQCPIRPGQTYTYRFKIEDQEGTLWWHAHSRWLRATVYGALIIYPRLGSPYPFSMPKRDIPILLGEWWDRNPMDVLKQAQFTGAAANVSDAYTINGQPGDLYRCSRAGTIRFPIFPGETVQLRVINAGMNQELFFSVANHQFTVVETDSAYTKPFTTNVIMIGPGQTTNVLLTANQRPGRYYMAARAYNSANAPFDNTT.... Result: 0 (no interaction). (3) The miRNA is mmu-miR-875-3p with sequence CCUGAAAAUACUGAGGCUAUG. The protein sequence of the target gene is MALSEDEAEAEVSVNTKVPSCGRWNSGKLLPSGLEPDQPLHLGVEGGPLWRAEADPGCISGVFLSRVHTASKEPVADRSKPPLRGPLPSASVGTGEVLHSMGSQMEEDRLPASQDLLPALQVFGTITVCSGQEADSEDFQATLDPSQVLGLSQQPHTSGLPLPPQWKSTVSPGAPQLSSRSISASSVGSSLQDHQEKAGPQRASFANVSSPELTVPQAAHSVVGAGPPLQGSAQPLTSGSDATGLGKRHLSFQAEYWACALPNSLPPSPNRHSALWDPNKEYEDLLDYTYPLRPGPQLPK.... Result: 1 (interaction).